The task is: Predict the reactants needed to synthesize the given product.. This data is from Full USPTO retrosynthesis dataset with 1.9M reactions from patents (1976-2016). Given the product [Cl:1][C:2]1[CH:10]=[C:9]2[C:5]([C:6]([CH:16]=[O:17])=[CH:7][NH:8]2)=[CH:4][CH:3]=1, predict the reactants needed to synthesize it. The reactants are: [Cl:1][C:2]1[CH:10]=[C:9]2[C:5]([CH:6]=[CH:7][NH:8]2)=[CH:4][CH:3]=1.[OH-].[Na+].CN([CH:16]=[O:17])C.